From a dataset of Catalyst prediction with 721,799 reactions and 888 catalyst types from USPTO. Predict which catalyst facilitates the given reaction. (1) Reactant: [Br:1][C:2]1[CH:3]=[CH:4][C:5]([N:8]2[C:12]([C:13]([F:16])([F:15])[F:14])=[CH:11][C:10]([CH:17]=[O:18])=[N:9]2)=[N:6][CH:7]=1.BrC1C=CC(N2C(C(F)(F)F)=CC(C(O)=O)=N2)=NC=1.CCN=C=NCCCN(C)C.Cl.C1C=CC2N(O)N=NC=2C=1.Cl.[CH3:61][NH:62][O:63][CH3:64].C(N(CC)CC)C. Product: [Br:1][C:2]1[CH:3]=[CH:4][C:5]([N:8]2[C:12]([C:13]([F:14])([F:16])[F:15])=[CH:11][C:10]([C:17]([N:62]([O:63][CH3:64])[CH3:61])=[O:18])=[N:9]2)=[N:6][CH:7]=1. The catalyst class is: 248. (2) Reactant: [CH3:1][O:2][C:3](=[O:32])[C@H:4]([CH2:28][CH2:29][S:30][CH3:31])[NH:5][C:6](=[O:27])[C:7]1[CH:12]=[CH:11][C:10]([CH2:13][NH:14][C:15]2[CH:16]=[N:17][CH:18]=[CH:19][CH:20]=2)=[CH:9][C:8]=1[C:21]1[CH:26]=[CH:25][CH:24]=[CH:23][CH:22]=1.[ClH:33]. Product: [ClH:33].[CH3:1][O:2][C:3](=[O:32])[C@H:4]([CH2:28][CH2:29][S:30][CH3:31])[NH:5][C:6](=[O:27])[C:7]1[CH:12]=[CH:11][C:10]([CH2:13][NH:14][C:15]2[CH:16]=[N:17][CH:18]=[CH:19][CH:20]=2)=[CH:9][C:8]=1[C:21]1[CH:26]=[CH:25][CH:24]=[CH:23][CH:22]=1. The catalyst class is: 13.